From a dataset of NCI-60 drug combinations with 297,098 pairs across 59 cell lines. Regression. Given two drug SMILES strings and cell line genomic features, predict the synergy score measuring deviation from expected non-interaction effect. (1) Drug 1: CS(=O)(=O)CCNCC1=CC=C(O1)C2=CC3=C(C=C2)N=CN=C3NC4=CC(=C(C=C4)OCC5=CC(=CC=C5)F)Cl. Drug 2: C1CNP(=O)(OC1)N(CCCl)CCCl. Cell line: LOX IMVI. Synergy scores: CSS=-6.88, Synergy_ZIP=-2.96, Synergy_Bliss=-11.0, Synergy_Loewe=-7.09, Synergy_HSA=-9.54. (2) Drug 1: CCC1(CC2CC(C3=C(CCN(C2)C1)C4=CC=CC=C4N3)(C5=C(C=C6C(=C5)C78CCN9C7C(C=CC9)(C(C(C8N6C=O)(C(=O)OC)O)OC(=O)C)CC)OC)C(=O)OC)O.OS(=O)(=O)O. Synergy scores: CSS=39.0, Synergy_ZIP=-1.73, Synergy_Bliss=-4.08, Synergy_Loewe=-11.3, Synergy_HSA=-2.88. Cell line: SN12C. Drug 2: CC1CCCC2(C(O2)CC(NC(=O)CC(C(C(=O)C(C1O)C)(C)C)O)C(=CC3=CSC(=N3)C)C)C. (3) Synergy scores: CSS=4.75, Synergy_ZIP=1.31, Synergy_Bliss=7.87, Synergy_Loewe=3.54, Synergy_HSA=3.71. Drug 2: CCCCCOC(=O)NC1=NC(=O)N(C=C1F)C2C(C(C(O2)C)O)O. Drug 1: C1CC(C1)(C(=O)O)C(=O)O.[NH2-].[NH2-].[Pt+2]. Cell line: TK-10. (4) Drug 1: C1=CC(=CC=C1CC(C(=O)O)N)N(CCCl)CCCl.Cl. Drug 2: CC1=CC=C(C=C1)C2=CC(=NN2C3=CC=C(C=C3)S(=O)(=O)N)C(F)(F)F. Cell line: OVCAR-8. Synergy scores: CSS=15.5, Synergy_ZIP=-5.13, Synergy_Bliss=-4.20, Synergy_Loewe=-6.21, Synergy_HSA=-6.18. (5) Drug 1: CC=C1C(=O)NC(C(=O)OC2CC(=O)NC(C(=O)NC(CSSCCC=C2)C(=O)N1)C(C)C)C(C)C. Drug 2: C1CCC(C(C1)N)N.C(=O)(C(=O)[O-])[O-].[Pt+4]. Cell line: A549. Synergy scores: CSS=68.6, Synergy_ZIP=4.04, Synergy_Bliss=3.54, Synergy_Loewe=-19.4, Synergy_HSA=4.08. (6) Cell line: NCI-H522. Drug 1: C1CCC(C1)C(CC#N)N2C=C(C=N2)C3=C4C=CNC4=NC=N3. Drug 2: C1=C(C(=O)NC(=O)N1)N(CCCl)CCCl. Synergy scores: CSS=31.2, Synergy_ZIP=-0.450, Synergy_Bliss=2.15, Synergy_Loewe=2.47, Synergy_HSA=5.11. (7) Drug 1: CC12CCC3C(C1CCC2O)C(CC4=C3C=CC(=C4)O)CCCCCCCCCS(=O)CCCC(C(F)(F)F)(F)F. Drug 2: CCC1=C2CN3C(=CC4=C(C3=O)COC(=O)C4(CC)O)C2=NC5=C1C=C(C=C5)O. Cell line: NCI-H322M. Synergy scores: CSS=-0.911, Synergy_ZIP=2.97, Synergy_Bliss=2.43, Synergy_Loewe=-1.50, Synergy_HSA=-6.98.